Dataset: Forward reaction prediction with 1.9M reactions from USPTO patents (1976-2016). Task: Predict the product of the given reaction. (1) Given the reactants [F:1][C:2]([F:9])([F:8])/[CH:3]=[CH:4]/[C:5](O)=[O:6].C(Cl)(=O)C(Cl)=O.FC(F)(F)S(O)(=O)=O.[NH2:24][CH2:25][CH2:26][NH:27][C:28]1[N:33]=[C:32]([S:34][CH3:35])[N:31]=[C:30]([NH2:36])[CH:29]=1.C(N(C(C)C)CC)(C)C, predict the reaction product. The product is: [NH2:36][C:30]1[N:31]=[C:32]([S:34][CH3:35])[N:33]=[C:28]([NH:27][CH2:26][CH2:25][NH:24][C:5](=[O:6])/[CH:4]=[CH:3]/[C:2]([F:9])([F:8])[F:1])[CH:29]=1. (2) Given the reactants [Br:1][C:2]1[CH:6]=[CH:5][S:4][CH:3]=1.[OH:7][S:8]([Cl:11])(=O)=[O:9], predict the reaction product. The product is: [Br:1][C:2]1[CH:6]=[CH:5][S:4][C:3]=1[S:8]([Cl:11])(=[O:9])=[O:7]. (3) Given the reactants Cl[C:2]1[N:7]=[CH:6][C:5]([CH:8]([CH2:17][CH:18]2[CH2:22][CH2:21][CH2:20][CH2:19]2)[C:9]([NH:11][C:12]2[S:13][CH:14]=[CH:15][N:16]=2)=[O:10])=[CH:4][CH:3]=1.[CH:23]1[CH:28]=[CH:27][C:26](P([C:23]2[CH:28]=[CH:27][C:26]3[C:25](=CC=CC=3)[C:24]=2[C:23]2[C:28]3[C:27](=CC=CC=3)[CH:26]=[CH:25][C:24]=2P([C:23]2[CH:28]=[CH:27][CH:26]=[CH:25][CH:24]=2)[C:23]2[CH:28]=[CH:27][CH:26]=[CH:25][CH:24]=2)[C:23]2[CH:28]=[CH:27][CH:26]=[CH:25][CH:24]=2)=[CH:25][CH:24]=1.C([O-])([O-])=O.[K+].[K+].C1(B(O)O)C=CC=CC=1, predict the reaction product. The product is: [CH:18]1([CH2:17][CH:8]([C:5]2[CH:6]=[N:7][C:2]([C:23]3[CH:28]=[CH:27][CH:26]=[CH:25][CH:24]=3)=[CH:3][CH:4]=2)[C:9]([NH:11][C:12]2[S:13][CH:14]=[CH:15][N:16]=2)=[O:10])[CH2:22][CH2:21][CH2:20][CH2:19]1. (4) Given the reactants C(O[C:6](=[O:25])[NH:7][C@@H:8]([CH2:18][C:19]1[CH:24]=[CH:23][CH:22]=[CH:21][CH:20]=1)[CH:9]([OH:17])[C:10](=[O:16])[NH:11][CH2:12][CH2:13][O:14][CH3:15])(C)(C)C.FC(F)(F)C(O)=O.C(N(CC)C(C)C)(C)C.[CH2:42]([O:49][C:50]([NH:52][C@@H:53]([CH3:71])[C:54]([NH:56][C@@H:57]([CH2:61][C:62]1[C:70]2[C:65](=[CH:66][CH:67]=[CH:68][CH:69]=2)[NH:64][CH:63]=1)C(O)=O)=[O:55])=[O:51])[C:43]1[CH:48]=[CH:47][CH:46]=[CH:45][CH:44]=1.CN(C(ON1N=NC2C=CC=NC1=2)=[N+](C)C)C.F[P-](F)(F)(F)(F)F, predict the reaction product. The product is: [CH2:42]([O:49][C:50](=[O:51])[NH:52][C@H:53]([C:54](=[O:55])[NH:56][C@H:57]([C:6](=[O:25])[NH:7][C@@H:8]([CH2:18][C:19]1[CH:20]=[CH:21][CH:22]=[CH:23][CH:24]=1)[CH:9]([OH:17])[C:10](=[O:16])[NH:11][CH2:12][CH2:13][O:14][CH3:15])[CH2:61][C:62]1[C:70]2[C:65](=[CH:66][CH:67]=[CH:68][CH:69]=2)[NH:64][CH:63]=1)[CH3:71])[C:43]1[CH:44]=[CH:45][CH:46]=[CH:47][CH:48]=1. (5) Given the reactants [F:1][C:2]1[CH:3]=[C:4]([C:9]2[CH:17]=[CH:16][C:12]([C:13]([OH:15])=O)=[CH:11][N:10]=2)[CH:5]=[C:6]([F:8])[CH:7]=1.Cl.[F:19][C:20]([F:30])([F:29])[CH2:21][N:22]1[CH2:27][CH2:26][CH:25]([NH2:28])[CH2:24][CH2:23]1.CN(C(ON1N=NC2C=CC=NC1=2)=[N+](C)C)C.F[P-](F)(F)(F)(F)F, predict the reaction product. The product is: [F:8][C:6]1[CH:5]=[C:4]([C:9]2[CH:17]=[CH:16][C:12]([C:13]([NH:28][CH:25]3[CH2:26][CH2:27][N:22]([CH2:21][C:20]([F:30])([F:19])[F:29])[CH2:23][CH2:24]3)=[O:15])=[CH:11][N:10]=2)[CH:3]=[C:2]([F:1])[CH:7]=1. (6) Given the reactants C([O:3][C:4]([C:6]1[C:10]([CH2:11][N:12]([CH2:21][C:22]2[CH:27]=[CH:26][C:25]([O:28][CH3:29])=[CH:24][C:23]=2[O:30][CH3:31])[C:13]([N:15]2[CH2:20][CH2:19][O:18][CH2:17][CH2:16]2)=[O:14])=[CH:9][N:8]([CH:32]2[CH2:37][CH2:36][CH2:35][CH2:34][O:33]2)[N:7]=1)=[O:5])C.O1CCCCC1N1C=CC(C(O)=O)=N1, predict the reaction product. The product is: [CH3:31][O:30][C:23]1[CH:24]=[C:25]([O:28][CH3:29])[CH:26]=[CH:27][C:22]=1[CH2:21][N:12]([CH2:11][C:10]1[C:6]([C:4]([OH:5])=[O:3])=[N:7][N:8]([CH:32]2[CH2:37][CH2:36][CH2:35][CH2:34][O:33]2)[CH:9]=1)[C:13]([N:15]1[CH2:16][CH2:17][O:18][CH2:19][CH2:20]1)=[O:14]. (7) Given the reactants Cl.[NH2:2][OH:3].C([O-])(=O)C.[Na+].CO.[O:11]1[CH:15]=[CH:14][CH:13]=[C:12]1[C:16](=O)[CH2:17][CH3:18], predict the reaction product. The product is: [O:11]1[CH:15]=[CH:14][CH:13]=[C:12]1[C:16](=[N:2][OH:3])[CH2:17][CH3:18].